From a dataset of NCI-60 drug combinations with 297,098 pairs across 59 cell lines. Regression. Given two drug SMILES strings and cell line genomic features, predict the synergy score measuring deviation from expected non-interaction effect. (1) Drug 2: C1=CC=C(C(=C1)C(C2=CC=C(C=C2)Cl)C(Cl)Cl)Cl. Drug 1: CC1=C2C(C(=O)C3(C(CC4C(C3C(C(C2(C)C)(CC1OC(=O)C(C(C5=CC=CC=C5)NC(=O)C6=CC=CC=C6)O)O)OC(=O)C7=CC=CC=C7)(CO4)OC(=O)C)O)C)OC(=O)C. Cell line: 786-0. Synergy scores: CSS=26.2, Synergy_ZIP=1.13, Synergy_Bliss=0.323, Synergy_Loewe=-41.6, Synergy_HSA=0.0498. (2) Drug 1: CC1=C(C(CCC1)(C)C)C=CC(=CC=CC(=CC(=O)O)C)C. Drug 2: CCC(=C(C1=CC=CC=C1)C2=CC=C(C=C2)OCCN(C)C)C3=CC=CC=C3.C(C(=O)O)C(CC(=O)O)(C(=O)O)O. Cell line: NCI-H226. Synergy scores: CSS=7.47, Synergy_ZIP=-2.49, Synergy_Bliss=0.0495, Synergy_Loewe=3.56, Synergy_HSA=-0.922.